From a dataset of Reaction yield outcomes from USPTO patents with 853,638 reactions. Predict the reaction yield, written as a fraction of the theoretical maximum amount of product (1.0 means a 100% yield; for example, 0.34 means a 34% yield). (1) The reactants are [NH2:1][CH2:2][C@@H:3]1[O:8][CH2:7][C@@H:6]([N:9]2[C:13]3=[C:14]4[S:20][CH:19]=[CH:18][C:15]4=[N:16][CH:17]=[C:12]3[N:11]=[C:10]2[C@H:21]([OH:23])[CH3:22])[CH2:5][CH2:4]1.C(N(CC)CC)C.Cl[C:32]([O:34][CH:35]([CH3:37])[CH3:36])=[O:33]. The catalyst is C(Cl)Cl.C1(C)C=CC=CC=1. The product is [CH:35]([O:34][C:32](=[O:33])[NH:1][CH2:2][C@H:3]1[CH2:4][CH2:5][C@H:6]([N:9]2[C:13]3=[C:14]4[S:20][CH:19]=[CH:18][C:15]4=[N:16][CH:17]=[C:12]3[N:11]=[C:10]2[C@H:21]([OH:23])[CH3:22])[CH2:7][O:8]1)([CH3:37])[CH3:36]. The yield is 0.0700. (2) The product is [CH:1]1([C:4]2[N:5]=[CH:6][N:7]([C:9]3[CH:10]=[CH:11][C:12]([O:21][CH3:22])=[C:13]([CH:20]=3)[C:14]([OH:16])=[O:15])[CH:8]=2)[CH2:2][CH2:3]1. The reactants are [CH:1]1([C:4]2[N:5]=[CH:6][N:7]([C:9]3[CH:10]=[CH:11][C:12]([O:21][CH3:22])=[C:13]([CH:20]=3)[C:14]([O:16]C(C)C)=[O:15])[CH:8]=2)[CH2:3][CH2:2]1. The catalyst is Cl. The yield is 1.00. (3) The catalyst is C(#N)C. The yield is 0.580. The reactants are [NH:1]1[C:10]2[C:5](=[CH:6][CH:7]=[CH:8][CH:9]=2)[CH2:4][CH:3]([NH:11][C:12](=[O:18])[O:13][C:14]([CH3:17])([CH3:16])[CH3:15])[CH2:2]1.[Cl:19]N1C(=O)CCC1=O.O. The product is [Cl:19][C:7]1[CH:6]=[C:5]2[C:10](=[CH:9][CH:8]=1)[NH:1][CH2:2][CH:3]([NH:11][C:12](=[O:18])[O:13][C:14]([CH3:15])([CH3:17])[CH3:16])[CH2:4]2. (4) The reactants are [Cl:1][C:2]1[CH:24]=[CH:23][C:5]2[S:6][C:7]([C:10](=[O:22])[CH2:11][S:12]([CH2:14][C:15]3[CH:20]=[CH:19][C:18]([Cl:21])=[CH:17][CH:16]=3)=[O:13])=[C:8]([CH3:9])[C:4]=2[CH:3]=1.C1C=C(Cl)C=C(C(OO)=[O:33])C=1. The catalyst is C(Cl)Cl. The product is [Cl:1][C:2]1[CH:24]=[CH:23][C:5]2[S:6][C:7]([C:10](=[O:22])[CH2:11][S:12]([CH2:14][C:15]3[CH:20]=[CH:19][C:18]([Cl:21])=[CH:17][CH:16]=3)(=[O:33])=[O:13])=[C:8]([CH3:9])[C:4]=2[CH:3]=1. The yield is 0.480. (5) The reactants are [CH3:1][N:2]([CH3:37])[C:3](=[O:36])[O:4][C:5]1[CH:10]=[CH:9][C:8]([C:11](Br)([OH:32])[CH2:12][CH2:13][O:14][Si:15]([C:28]([CH3:31])([CH3:30])[CH3:29])([C:22]2[CH:27]=[CH:26][CH:25]=[CH:24][CH:23]=2)[C:16]2[CH:21]=[CH:20][CH:19]=[CH:18][CH:17]=2)=[C:7]([CH:34]=[CH2:35])[CH:6]=1.[CH2:38]([NH2:41])[CH:39]=[CH2:40]. The catalyst is C(#N)C. The product is [CH3:1][N:2]([CH3:37])[C:3](=[O:36])[O:4][C:5]1[CH:10]=[CH:9][C:8]([C:11]([NH:41][CH2:38][CH:39]=[CH2:40])([OH:32])[CH2:12][CH2:13][O:14][Si:15]([C:28]([CH3:31])([CH3:30])[CH3:29])([C:22]2[CH:27]=[CH:26][CH:25]=[CH:24][CH:23]=2)[C:16]2[CH:21]=[CH:20][CH:19]=[CH:18][CH:17]=2)=[C:7]([CH:34]=[CH2:35])[CH:6]=1. The yield is 0.720. (6) The reactants are F[C:2]1[CH:7]=[CH:6][C:5]([CH3:8])=[C:4]([N+:9]([O-:11])=[O:10])[CH:3]=1.[CH3:12][CH:13]([N:15]1[CH2:20][CH2:19][NH:18][CH2:17][CH2:16]1)[CH3:14].C(=O)([O-])[O-].[K+].[K+].O. The catalyst is CS(C)=O. The product is [CH:13]([N:15]1[CH2:20][CH2:19][N:18]([C:7]2[CH:2]=[CH:3][C:4]([N+:9]([O-:11])=[O:10])=[C:5]([CH3:8])[CH:6]=2)[CH2:17][CH2:16]1)([CH3:14])[CH3:12]. The yield is 0.600. (7) The yield is 0.490. The reactants are [F:1][C:2]1[CH:3]=[C:4]([CH:7]=[C:8]([OH:11])[C:9]=1[OH:10])[CH:5]=[O:6].[C:12]([O-])([O-])=O.[Cs+].[Cs+].O. The catalyst is CN(C=O)C. The product is [F:1][C:2]1[C:9]2[O:10][CH2:12][O:11][C:8]=2[CH:7]=[C:4]([CH:5]=[O:6])[CH:3]=1. (8) The reactants are C(OC(=O)[N:7]([CH2:27][C:28]1[S:29][C:30]([C:33]([CH3:36])([CH3:35])[CH3:34])=[N:31][N:32]=1)[C:8]1[CH:13]=[C:12]([O:14][CH2:15][C@H:16]2[CH2:18][C@@H:17]2[C:19]2[CH:24]=[CH:23][C:22]([CH3:25])=[CH:21][N:20]=2)[N:11]=[C:10]([CH3:26])[N:9]=1)(C)(C)C.Cl. No catalyst specified. The product is [C:33]([C:30]1[S:29][C:28]([CH2:27][NH:7][C:8]2[CH:13]=[C:12]([O:14][CH2:15][C@@H:16]3[CH2:18][C@H:17]3[C:19]3[CH:24]=[CH:23][C:22]([CH3:25])=[CH:21][N:20]=3)[N:11]=[C:10]([CH3:26])[N:9]=2)=[N:32][N:31]=1)([CH3:36])([CH3:35])[CH3:34]. The yield is 0.930.